From a dataset of Forward reaction prediction with 1.9M reactions from USPTO patents (1976-2016). Predict the product of the given reaction. (1) Given the reactants [Cl:1][C:2]1[CH:3]=[C:4]([OH:9])[CH:5]=[CH:6][C:7]=1[Cl:8].C(=O)([O-])[O-].[K+].[K+].F[C:17]1[CH:24]=[CH:23][C:22]([F:25])=[CH:21][C:18]=1[C:19]#[N:20], predict the reaction product. The product is: [Cl:1][C:2]1[CH:3]=[C:4]([CH:5]=[CH:6][C:7]=1[Cl:8])[O:9][C:17]1[CH:24]=[CH:23][C:22]([F:25])=[CH:21][C:18]=1[C:19]#[N:20]. (2) Given the reactants [Cl:1][C:2]1[CH:3]=[C:4]([C:9]2([C:30]([F:33])([F:32])[F:31])[O:13][N:12]=[C:11]([C:14]3[CH:28]=[CH:27][C:17]([C:18]([NH:20][C:21]4[CH:22]=[N:23][CH:24]=[N:25][CH:26]=4)=[O:19])=[C:16]([CH3:29])[CH:15]=3)[CH2:10]2)[CH:5]=[C:6]([Cl:8])[CH:7]=1.CI.[C:36](=O)([O-])[O-].[K+].[K+].O, predict the reaction product. The product is: [Cl:8][C:6]1[CH:5]=[C:4]([C:9]2([C:30]([F:31])([F:33])[F:32])[O:13][N:12]=[C:11]([C:14]3[CH:28]=[CH:27][C:17]([C:18]([N:20]([CH3:36])[C:21]4[CH:26]=[N:25][CH:24]=[N:23][CH:22]=4)=[O:19])=[C:16]([CH3:29])[CH:15]=3)[CH2:10]2)[CH:3]=[C:2]([Cl:1])[CH:7]=1. (3) Given the reactants [C:1]([NH:6][N:7]([CH3:11])[C:8]([NH2:10])=[O:9])(=O)[CH:2]([CH3:4])[CH3:3].C12(CS(O)(=O)=O)C(C)(C)C(CC1)CC2=O, predict the reaction product. The product is: [CH:2]([C:1]1[NH:10][C:8](=[O:9])[N:7]([CH3:11])[N:6]=1)([CH3:4])[CH3:3]. (4) Given the reactants C([O:3][C:4](=[O:22])[CH2:5][NH:6][C:7](=[O:21])[C:8]1[CH:13]=[CH:12][C:11]([NH:14][C:15]2[CH:20]=[CH:19][CH:18]=[CH:17][CH:16]=2)=[CH:10][CH:9]=1)C.CO.O.O[Li].O, predict the reaction product. The product is: [C:15]1([NH:14][C:11]2[CH:12]=[CH:13][C:8]([C:7]([NH:6][CH2:5][C:4]([OH:22])=[O:3])=[O:21])=[CH:9][CH:10]=2)[CH:16]=[CH:17][CH:18]=[CH:19][CH:20]=1. (5) Given the reactants [Cl:1][CH:2]([C:14]1[CH:19]=[CH:18][CH:17]=[CH:16][CH:15]=1)[C:3]([C:5]1[C:13]2[C:8](=[CH:9][CH:10]=[CH:11][CH:12]=2)[NH:7][CH:6]=1)=[O:4].Br[CH2:21][CH2:22][OH:23].[C:24](=[O:27])([O-])[O-].[K+].[K+], predict the reaction product. The product is: [Cl:1][CH:2]([C:14]1[CH:19]=[CH:18][CH:17]=[CH:16][CH:15]=1)[C:3]([C:5]1[C:13]2[C:8](=[CH:9][CH:10]=[CH:11][CH:12]=2)[N:7]([CH2:21][CH2:22][OH:23])[CH:6]=1)=[O:4].[OH:23][CH2:22][CH2:21][N:7]1[C:8]2[C:13](=[CH:12][CH:11]=[CH:10][CH:9]=2)[C:5]([C:3](=[O:4])[CH:2]([NH:7][C:8]2[CH:13]=[CH:12][CH:11]=[C:10]([O:27][CH3:24])[CH:9]=2)[C:14]2[CH:19]=[CH:18][CH:17]=[CH:16][CH:15]=2)=[CH:6]1. (6) Given the reactants Cl[C:2]1[CH:7]=[CH:6][N:5]2[N:8]=[CH:9][C:10]([C:11]3[CH:16]=[CH:15][CH:14]=[C:13]([Cl:17])[CH:12]=3)=[C:4]2[N:3]=1.[NH2:18][CH:19]1[CH2:24][CH2:23][C:22](=[O:25])[CH2:21][CH2:20]1.CCN(C(C)C)C(C)C, predict the reaction product. The product is: [Cl:17][C:13]1[CH:12]=[C:11]([C:10]2[CH:9]=[N:8][N:5]3[CH:6]=[CH:7][C:2]([NH:18][CH:19]4[CH2:24][CH2:23][C:22](=[O:25])[CH2:21][CH2:20]4)=[N:3][C:4]=23)[CH:16]=[CH:15][CH:14]=1.